From a dataset of Reaction yield outcomes from USPTO patents with 853,638 reactions. Predict the reaction yield, written as a fraction of the theoretical maximum amount of product (1.0 means a 100% yield; for example, 0.34 means a 34% yield). (1) The reactants are [OH:1][CH:2]1[CH2:7][CH2:6][CH2:5][NH:4][CH2:3]1.CCN(CC)CC.[CH3:15][C:16]([O:19][C:20](O[C:20]([O:19][C:16]([CH3:18])([CH3:17])[CH3:15])=[O:21])=[O:21])([CH3:18])[CH3:17]. The catalyst is CCO. The product is [OH:1][CH:2]1[CH2:7][CH2:6][CH2:5][N:4]([C:20]([O:19][C:16]([CH3:18])([CH3:17])[CH3:15])=[O:21])[CH2:3]1. The yield is 0.840. (2) The reactants are [C:1]([O:5][C:6]([NH:8][C:9]1[CH:14]=[CH:13][CH:12]=[CH:11][C:10]=1[NH:15][C:16](=[O:32])[C:17]1[CH:22]=[CH:21][C:20](B2OC(C)(C)C(C)(C)O2)=[CH:19][CH:18]=1)=[O:7])([CH3:4])([CH3:3])[CH3:2].Br[C:34]1[CH:39]=[CH:38][CH:37]=[CH:36][N:35]=1.C(=O)([O-])O.[Na+]. The catalyst is C1C=CC([P]([Pd]([P](C2C=CC=CC=2)(C2C=CC=CC=2)C2C=CC=CC=2)([P](C2C=CC=CC=2)(C2C=CC=CC=2)C2C=CC=CC=2)[P](C2C=CC=CC=2)(C2C=CC=CC=2)C2C=CC=CC=2)(C2C=CC=CC=2)C2C=CC=CC=2)=CC=1.COCCOC. The product is [C:1]([O:5][C:6]([NH:8][C:9]1[CH:14]=[CH:13][CH:12]=[CH:11][C:10]=1[NH:15][C:16](=[O:32])[C:17]1[CH:18]=[CH:19][C:20]([C:34]2[CH:39]=[CH:38][CH:37]=[CH:36][N:35]=2)=[CH:21][CH:22]=1)=[O:7])([CH3:4])([CH3:2])[CH3:3]. The yield is 0.740.